From a dataset of Forward reaction prediction with 1.9M reactions from USPTO patents (1976-2016). Predict the product of the given reaction. (1) Given the reactants [N:1]1([C:7]2[CH:8]=[N:9][C:10]([NH:13][CH:14]=O)=[CH:11][CH:12]=2)[CH2:6][CH2:5][CH2:4][CH2:3][CH2:2]1.C[Si](C)(C)[N-][Si](C)(C)C.[Li+].C1COCC1.[CH2:31]([N:38]1[CH2:47][C:46]2[C:41](=[N:42]C(S(C)(=O)=O)=[N:44][CH:45]=2)[N:40]([CH:52]2[CH2:56][CH2:55][CH2:54][CH2:53]2)[C:39]1=[O:57])[C:32]1[CH:37]=[CH:36][CH:35]=[CH:34][CH:33]=1, predict the reaction product. The product is: [CH2:31]([N:38]1[CH2:47][C:46]2[C:41](=[N:42][C:14]([NH:13][C:10]3[N:9]=[CH:8][C:7]([N:1]4[CH2:2][CH2:3][CH2:4][CH2:5][CH2:6]4)=[CH:12][CH:11]=3)=[N:44][CH:45]=2)[N:40]([CH:52]2[CH2:53][CH2:54][CH2:55][CH2:56]2)[C:39]1=[O:57])[C:32]1[CH:33]=[CH:34][CH:35]=[CH:36][CH:37]=1. (2) Given the reactants [Br:1][C:2]1[CH:10]=[CH:9][C:5]([C:6]([OH:8])=O)=[C:4]([F:11])[CH:3]=1.[CH2:12]([NH2:14])[CH3:13].CN(C(ON1N=NC2C=CC=NC1=2)=[N+](C)C)C.F[P-](F)(F)(F)(F)F.C(N(CC)C(C)C)(C)C, predict the reaction product. The product is: [Br:1][C:2]1[CH:10]=[CH:9][C:5]([C:6]([NH:14][CH2:12][CH3:13])=[O:8])=[C:4]([F:11])[CH:3]=1. (3) Given the reactants Cl.[NH2:2][C:3]1[CH:4]=[CH:5][C:6]([CH3:22])=[C:7]([NH:9][C:10]2[N:15]=[C:14]([C:16]3[CH:17]=[N:18][CH:19]=[CH:20][CH:21]=3)[CH:13]=[CH:12][N:11]=2)[CH:8]=1.[CH3:23][N:24]1[CH2:29][CH2:28][N:27]([CH2:30][C:31]2[CH:39]=[CH:38][C:34]([C:35](Cl)=[O:36])=[CH:33][CH:32]=2)[CH2:26][CH2:25]1, predict the reaction product. The product is: [CH3:22][C:6]1[CH:5]=[CH:4][C:3]([NH:2][C:35]([C:34]2[CH:38]=[CH:39][C:31]([CH2:30][N:27]3[CH2:26][CH2:25][N:24]([CH3:23])[CH2:29][CH2:28]3)=[CH:32][CH:33]=2)=[O:36])=[CH:8][C:7]=1[NH:9][C:10]1[N:11]=[CH:12][CH:13]=[C:14]([C:16]2[CH:21]=[CH:20][CH:19]=[N:18][CH:17]=2)[N:15]=1. (4) Given the reactants [CH3:1][C@@H:2]1[NH:7][CH2:6][CH2:5][N:4]([C:8]2[CH:13]=[CH:12][C:11]([C:14]([F:17])([F:16])[F:15])=[CH:10][N:9]=2)[CH2:3]1.C[O:19][C:20]([CH:22]1[CH2:30][C:29]2[C:24](=[CH:25][CH:26]=[CH:27][C:28]=2[S:31](Cl)(=[O:33])=[O:32])[CH2:23]1)=[O:21], predict the reaction product. The product is: [CH3:1][C@H:2]1[CH2:3][N:4]([C:8]2[CH:13]=[CH:12][C:11]([C:14]([F:17])([F:15])[F:16])=[CH:10][N:9]=2)[CH2:5][CH2:6][N:7]1[S:31]([C:28]1[CH:27]=[CH:26][CH:25]=[C:24]2[C:29]=1[CH2:30][CH:22]([C:20]([OH:21])=[O:19])[CH2:23]2)(=[O:33])=[O:32]. (5) Given the reactants Br[C:2]1[C:10]2[O:9][CH:8]=[N:7][C:6]=2[C:5]([O:11][CH3:12])=[CH:4][CH:3]=1.C(N(CC)CC)C.C1(P(C2C=CC=CC=2)C2C=CC=CC=2)C=CC=CC=1.[C]=[O:40].[O:41]1[CH2:45]CCC1, predict the reaction product. The product is: [CH3:12][O:11][C:5]1[C:6]2[N:7]=[CH:8][O:9][C:10]=2[C:2]([C:45]([OH:41])=[O:40])=[CH:3][CH:4]=1. (6) Given the reactants C1[C:11]2[C:10]3=[CH:12][C:13]4[CH:14]=[CH:15][C:16](C(N)=O)=[CH:17][C:18]=4[N:9]3[CH2:8][CH:7]=[CH:6][C:5]=2[CH:4]=[CH:3][CH:2]=1.[OH-:22].[Na+].Cl.[C:25](Cl)(=[O:29])[C:26](Cl)=O.CCN(P1(N(C)CCCN1C)=NC(C)(C)C)CC.CNS(NC)(=O)=O.[CH3:56]O.[CH2:58]1[CH2:62][O:61][CH2:60][CH2:59]1, predict the reaction product. The product is: [CH:13]1([C:12]2[C:7]3[C:8](=[CH:56][C:58]([C:62]([O:61][CH3:60])=[O:22])=[CH:59][CH:6]=3)[N:9]3[CH:25]([OH:29])[C:26]4[C:11]([C:10]=23)=[CH:5][CH:4]=[CH:3][CH:2]=4)[CH2:18][CH2:17][CH2:16][CH2:15][CH2:14]1. (7) Given the reactants [NH2:1][C:2]1[CH:12]=[CH:11][C:5]2[NH:6][C:7](=[O:10])[CH2:8][O:9][C:4]=2[CH:3]=1.[F:13][C:14]([F:31])([F:30])[C:15]1[CH:16]=[C:17]([N:21]2[CH2:26][CH2:25][CH:24]([C:27](O)=[O:28])[CH2:23][CH2:22]2)[CH:18]=[CH:19][CH:20]=1, predict the reaction product. The product is: [O:10]=[C:7]1[NH:6][C:5]2[CH:11]=[CH:12][C:2]([NH:1][C:27]([CH:24]3[CH2:23][CH2:22][N:21]([C:17]4[CH:18]=[CH:19][CH:20]=[C:15]([C:14]([F:31])([F:13])[F:30])[CH:16]=4)[CH2:26][CH2:25]3)=[O:28])=[CH:3][C:4]=2[O:9][CH2:8]1.